This data is from NCI-60 drug combinations with 297,098 pairs across 59 cell lines. The task is: Regression. Given two drug SMILES strings and cell line genomic features, predict the synergy score measuring deviation from expected non-interaction effect. (1) Cell line: SW-620. Synergy scores: CSS=-0.497, Synergy_ZIP=0.0286, Synergy_Bliss=-2.09, Synergy_Loewe=-4.63, Synergy_HSA=-4.63. Drug 2: C1CNP(=O)(OC1)N(CCCl)CCCl. Drug 1: CS(=O)(=O)C1=CC(=C(C=C1)C(=O)NC2=CC(=C(C=C2)Cl)C3=CC=CC=N3)Cl. (2) Cell line: SF-268. Synergy scores: CSS=51.1, Synergy_ZIP=-3.38, Synergy_Bliss=1.49, Synergy_Loewe=-5.62, Synergy_HSA=2.04. Drug 2: N.N.Cl[Pt+2]Cl. Drug 1: CC1C(C(CC(O1)OC2CC(CC3=C2C(=C4C(=C3O)C(=O)C5=C(C4=O)C(=CC=C5)OC)O)(C(=O)CO)O)N)O.Cl. (3) Drug 1: C1CC(=O)NC(=O)C1N2C(=O)C3=CC=CC=C3C2=O. Synergy scores: CSS=3.98, Synergy_ZIP=-2.23, Synergy_Bliss=-2.90, Synergy_Loewe=0.144, Synergy_HSA=-1.68. Drug 2: CC(C)CN1C=NC2=C1C3=CC=CC=C3N=C2N. Cell line: T-47D. (4) Drug 1: CC1=C2C(C(=O)C3(C(CC4C(C3C(C(C2(C)C)(CC1OC(=O)C(C(C5=CC=CC=C5)NC(=O)OC(C)(C)C)O)O)OC(=O)C6=CC=CC=C6)(CO4)OC(=O)C)O)C)O. Drug 2: C(CC(=O)O)C(=O)CN.Cl. Cell line: SK-MEL-5. Synergy scores: CSS=39.0, Synergy_ZIP=-2.00, Synergy_Bliss=-5.74, Synergy_Loewe=-43.5, Synergy_HSA=-3.58. (5) Drug 1: C1=NC2=C(N=C(N=C2N1C3C(C(C(O3)CO)O)F)Cl)N. Drug 2: CC1C(C(CC(O1)OC2CC(CC3=C2C(=C4C(=C3O)C(=O)C5=CC=CC=C5C4=O)O)(C(=O)C)O)N)O. Cell line: HOP-92. Synergy scores: CSS=66.2, Synergy_ZIP=-0.329, Synergy_Bliss=-0.905, Synergy_Loewe=6.20, Synergy_HSA=7.81. (6) Synergy scores: CSS=8.38, Synergy_ZIP=-2.28, Synergy_Bliss=-3.10, Synergy_Loewe=1.000, Synergy_HSA=-3.23. Cell line: RPMI-8226. Drug 1: C1=NNC2=C1C(=O)NC=N2. Drug 2: C1CN(P(=O)(OC1)NCCCl)CCCl.